This data is from NCI-60 drug combinations with 297,098 pairs across 59 cell lines. The task is: Regression. Given two drug SMILES strings and cell line genomic features, predict the synergy score measuring deviation from expected non-interaction effect. (1) Drug 1: C1C(C(OC1N2C=C(C(=O)NC2=O)F)CO)O. Drug 2: CC1C(C(CC(O1)OC2CC(CC3=C2C(=C4C(=C3O)C(=O)C5=CC=CC=C5C4=O)O)(C(=O)C)O)N)O. Cell line: NCI-H460. Synergy scores: CSS=52.2, Synergy_ZIP=-9.09, Synergy_Bliss=-9.37, Synergy_Loewe=-0.436, Synergy_HSA=0.631. (2) Drug 1: C1=CC(=C2C(=C1NCCNCCO)C(=O)C3=C(C=CC(=C3C2=O)O)O)NCCNCCO. Drug 2: CC1=C2C(C(=O)C3(C(CC4C(C3C(C(C2(C)C)(CC1OC(=O)C(C(C5=CC=CC=C5)NC(=O)OC(C)(C)C)O)O)OC(=O)C6=CC=CC=C6)(CO4)OC(=O)C)O)C)O. Cell line: RPMI-8226. Synergy scores: CSS=55.6, Synergy_ZIP=-4.55, Synergy_Bliss=-6.85, Synergy_Loewe=-11.1, Synergy_HSA=-4.05. (3) Drug 1: CN1C(=O)N2C=NC(=C2N=N1)C(=O)N. Drug 2: N.N.Cl[Pt+2]Cl. Cell line: NCI-H322M. Synergy scores: CSS=-5.72, Synergy_ZIP=2.91, Synergy_Bliss=-0.328, Synergy_Loewe=-6.75, Synergy_HSA=-6.40. (4) Synergy scores: CSS=53.1, Synergy_ZIP=-5.74, Synergy_Bliss=-6.22, Synergy_Loewe=-4.22, Synergy_HSA=-1.65. Drug 1: C1CN1C2=NC(=NC(=N2)N3CC3)N4CC4. Drug 2: C1=NC2=C(N1)C(=S)N=CN2. Cell line: SF-268. (5) Drug 1: C1=CC(=CC=C1CC(C(=O)O)N)N(CCCl)CCCl.Cl. Drug 2: B(C(CC(C)C)NC(=O)C(CC1=CC=CC=C1)NC(=O)C2=NC=CN=C2)(O)O. Cell line: PC-3. Synergy scores: CSS=4.61, Synergy_ZIP=-3.47, Synergy_Bliss=-1.47, Synergy_Loewe=-2.92, Synergy_HSA=-2.36. (6) Drug 1: CNC(=O)C1=CC=CC=C1SC2=CC3=C(C=C2)C(=NN3)C=CC4=CC=CC=N4. Drug 2: CC1=CC=C(C=C1)C2=CC(=NN2C3=CC=C(C=C3)S(=O)(=O)N)C(F)(F)F. Cell line: HOP-92. Synergy scores: CSS=7.17, Synergy_ZIP=0.971, Synergy_Bliss=0.771, Synergy_Loewe=0.763, Synergy_HSA=0.0992.